From a dataset of Reaction yield outcomes from USPTO patents with 853,638 reactions. Predict the reaction yield, written as a fraction of the theoretical maximum amount of product (1.0 means a 100% yield; for example, 0.34 means a 34% yield). (1) The reactants are [C:1]1([C:7]2[N:11]=[C:10]([CH2:12][CH2:13][NH2:14])[NH:9][N:8]=2)[CH:6]=[CH:5][CH:4]=[CH:3][CH:2]=1.[F:15][C:16]([F:32])([F:31])[C:17]1[O:21][N:20]=[C:19]([C:22]2[CH:23]=[C:24]([CH:28]=[CH:29][CH:30]=2)[C:25](O)=[O:26])[N:18]=1. No catalyst specified. The product is [C:1]1([C:7]2[N:11]=[C:10]([CH2:12][CH2:13][NH:14][C:25](=[O:26])[C:24]3[CH:28]=[CH:29][CH:30]=[C:22]([C:19]4[N:18]=[C:17]([C:16]([F:32])([F:31])[F:15])[O:21][N:20]=4)[CH:23]=3)[NH:9][N:8]=2)[CH:2]=[CH:3][CH:4]=[CH:5][CH:6]=1. The yield is 0.210. (2) The reactants are [NH2:1][C:2]1[N:10]=[CH:9][N:8]=[C:7]2[C:3]=1[N:4]=[CH:5][N:6]2[C@H:11]1[C@@H:15]2[O:16][C:17]([CH3:20])([CH3:19])[O:18][C@@H:14]2[C@@H:13]([CH2:21][N:22]([CH3:27])[CH2:23][CH2:24][CH2:25][NH2:26])[O:12]1.[Cl:28][C:29]1[CH:34]=[C:33]([N:35]=[C:36]=[O:37])[CH:32]=[CH:31][C:30]=1[CH3:38]. The product is [NH2:1][C:2]1[N:10]=[CH:9][N:8]=[C:7]2[C:3]=1[N:4]=[CH:5][N:6]2[C@H:11]1[CH:15]2[C@H:14]([O:18][C:17]([CH3:19])([CH3:20])[O:16]2)[C@@H:13]([CH2:21][N:22]([CH3:27])[CH2:23][CH2:24][CH2:25][NH:26][C:36]([NH:35][C:33]2[CH:32]=[CH:31][C:30]([CH3:38])=[C:29]([Cl:28])[CH:34]=2)=[O:37])[O:12]1. The yield is 0.690. The catalyst is C(Cl)Cl. (3) The reactants are [CH2:1]=[C:2]1[CH2:5][CH:4]([C:6]#[N:7])[CH2:3]1.Cl[C:9]1[C:14]([F:15])=[CH:13][CH:12]=[CH:11][N:10]=1.C[Si]([N-][Si](C)(C)C)(C)C.[Na+]. The catalyst is C1(C)C=CC=CC=1. The product is [F:15][C:14]1[C:9]([C:4]2([C:6]#[N:7])[CH2:5][C:2](=[CH2:1])[CH2:3]2)=[N:10][CH:11]=[CH:12][CH:13]=1. The yield is 0.900. (4) The reactants are Cl[C:2]1[N:7]=[C:6]([CH3:8])[N:5]=[C:4]([NH:9][C:10]2[S:11][C:12]([C:15]([NH:17][C:18]3[C:23]([CH3:24])=[CH:22][CH:21]=[CH:20][C:19]=3[Cl:25])=[O:16])=[CH:13][N:14]=2)[CH:3]=1.[CH2:26]([O:28][C:29]([CH2:31][N:32]1[CH2:37][CH2:36][NH:35][CH2:34][CH2:33]1)=[O:30])[CH3:27]. The catalyst is CCO. The product is [Cl:25][C:19]1[CH:20]=[CH:21][CH:22]=[C:23]([CH3:24])[C:18]=1[NH:17][C:15]([C:12]1[S:11][C:10]([NH:9][C:4]2[N:5]=[C:6]([CH3:8])[N:7]=[C:2]([N:35]3[CH2:34][CH2:33][N:32]([CH2:31][C:29]([O:28][CH2:26][CH3:27])=[O:30])[CH2:37][CH2:36]3)[CH:3]=2)=[N:14][CH:13]=1)=[O:16]. The yield is 0.890. (5) The reactants are C(O[CH:4]=[C:5]1[C:16]2[C:8](=[CH:9][CH:10]=[C:11]3[C:15]=2[S:14][CH:13]=[N:12]3)[NH:7][C:6]1=[O:17])C.[NH2:18][C:19]1[CH:24]=[CH:23][C:22]([S:25]([NH:28][C:29]2[S:30][C:31]([CH3:34])=[N:32][N:33]=2)(=[O:27])=[O:26])=[CH:21][CH:20]=1. No catalyst specified. The product is [CH3:34][C:31]1[S:30][C:29]([NH:28][S:25]([C:22]2[CH:23]=[CH:24][C:19]([NH:18][CH:4]=[C:5]3[C:16]4[C:8](=[CH:9][CH:10]=[C:11]5[C:15]=4[S:14][CH:13]=[N:12]5)[NH:7][C:6]3=[O:17])=[CH:20][CH:21]=2)(=[O:27])=[O:26])=[N:33][N:32]=1. The yield is 0.360. (6) The reactants are [CH:1]1([NH:4][C:5]([C:7]2[CH:12]=[CH:11][C:10]([N:13]3[CH2:18][CH2:17][N:16](C(OC(C)(C)C)=O)[CH2:15][CH2:14]3)=[C:9]([CH3:26])[CH:8]=2)=[O:6])[CH2:3][CH2:2]1.[ClH:27]. The catalyst is O1CCOCC1.CCOCC. The product is [ClH:27].[ClH:27].[CH:1]1([NH:4][C:5](=[O:6])[C:7]2[CH:12]=[CH:11][C:10]([N:13]3[CH2:14][CH2:15][NH:16][CH2:17][CH2:18]3)=[C:9]([CH3:26])[CH:8]=2)[CH2:3][CH2:2]1. The yield is 1.00.